This data is from NCI-60 drug combinations with 297,098 pairs across 59 cell lines. The task is: Regression. Given two drug SMILES strings and cell line genomic features, predict the synergy score measuring deviation from expected non-interaction effect. Drug 1: CC1=C(C=C(C=C1)NC(=O)C2=CC=C(C=C2)CN3CCN(CC3)C)NC4=NC=CC(=N4)C5=CN=CC=C5. Drug 2: C(=O)(N)NO. Cell line: SR. Synergy scores: CSS=3.04, Synergy_ZIP=-1.09, Synergy_Bliss=-6.72, Synergy_Loewe=-3.97, Synergy_HSA=-7.04.